This data is from Forward reaction prediction with 1.9M reactions from USPTO patents (1976-2016). The task is: Predict the product of the given reaction. (1) Given the reactants [CH2:1]([C@@H:5]1[NH:10][CH2:9][C@H:8]([CH:11]=[CH:12][CH3:13])[NH:7][C:6]1=[O:14])[CH:2]([CH3:4])[CH3:3].[F:15][C:16]1[CH:21]=[CH:20][C:19]([C:22]2[O:26][N:25]=[C:24]([C:27](O)=[O:28])[CH:23]=2)=[CH:18][CH:17]=1.C([C@@H]1N(C(=O)/C=C/C2C=CC=CC=2)C[C@H](CC(C)C)NC1=O)C(C)C, predict the reaction product. The product is: [F:15][C:16]1[CH:17]=[CH:18][C:19]([C:22]2[O:26][N:25]=[C:24]([C:27]([N:10]3[CH2:9][C@H:8](/[CH:11]=[CH:12]/[CH3:13])[NH:7][C:6](=[O:14])[C@@H:5]3[CH2:1][CH:2]([CH3:4])[CH3:3])=[O:28])[CH:23]=2)=[CH:20][CH:21]=1. (2) Given the reactants [Cl:1][C:2]1[CH:6]=[C:5]([Cl:7])[NH:4][N:3]=1.C(=O)([O-])[O-].[K+].[K+].Br[CH2:15][C:16]([O:18][CH2:19][CH3:20])=[O:17], predict the reaction product. The product is: [Cl:1][C:2]1[CH:6]=[C:5]([Cl:7])[N:4]([CH2:15][C:16]([O:18][CH2:19][CH3:20])=[O:17])[N:3]=1. (3) Given the reactants [C:1]1([S:7][C:8]2[CH:9]=[C:10]([CH:14]3OCC[O:15]3)[CH:11]=[CH:12][CH:13]=2)[CH:6]=[CH:5][CH:4]=[CH:3][CH:2]=1.C(=O)(O)[O-].[Na+], predict the reaction product. The product is: [C:1]1([S:7][C:8]2[CH:9]=[C:10]([CH:11]=[CH:12][CH:13]=2)[CH:14]=[O:15])[CH:6]=[CH:5][CH:4]=[CH:3][CH:2]=1. (4) Given the reactants Cl.Cl[CH2:3][C:4]1[NH:8][C:7]2[CH:9]=[CH:10][CH:11]=[C:12]([C:13]([OH:15])=O)[C:6]=2[N:5]=1.Cl.[CH3:17][NH:18][CH:19]1[C:28]2[N:27]=[CH:26][CH:25]=[CH:24][C:23]=2[CH2:22][CH2:21][CH2:20]1.C(N(CC)C(C)C)(C)C.[I-].[K+].O=C1N(P(Cl)(N2CCOC2=O)=O)CCO1.C(OC(=O)[NH:61][CH2:62][CH2:63][CH2:64][CH2:65][NH2:66])(C)(C)C.C(OC(=O)NCCCN)(C)(C)C, predict the reaction product. The product is: [NH2:61][CH2:62][CH2:63][CH2:64][CH2:65][NH:66][C:13]([C:12]1[C:6]2[N:5]=[C:4]([CH2:3][N:18]([CH3:17])[CH:19]3[C:28]4[N:27]=[CH:26][CH:25]=[CH:24][C:23]=4[CH2:22][CH2:21][CH2:20]3)[NH:8][C:7]=2[CH:9]=[CH:10][CH:11]=1)=[O:15].